From a dataset of Catalyst prediction with 721,799 reactions and 888 catalyst types from USPTO. Predict which catalyst facilitates the given reaction. (1) Reactant: [CH3:1][O:2][C:3]1[CH:4]=[C:5]([CH:8]=[CH:9][CH:10]=1)[CH2:6][Cl:7].[C:11]1([P:17]([C:24]2[CH:29]=[CH:28][CH:27]=[CH:26][CH:25]=2)[C:18]2[CH:23]=[CH:22][CH:21]=[CH:20][CH:19]=2)[CH:16]=[CH:15][CH:14]=[CH:13][CH:12]=1. Product: [Cl-:7].[CH3:1][O:2][C:3]1[CH:4]=[C:5]([CH:8]=[CH:9][CH:10]=1)[CH2:6][P+:17]([C:18]1[CH:19]=[CH:20][CH:21]=[CH:22][CH:23]=1)([C:24]1[CH:29]=[CH:28][CH:27]=[CH:26][CH:25]=1)[C:11]1[CH:12]=[CH:13][CH:14]=[CH:15][CH:16]=1. The catalyst class is: 9. (2) Reactant: [Cl:1][C:2]1[C:3]([F:22])=[C:4]([NH:8][C:9]2[C:18]3[C:13](=[CH:14][C:15]([O:20][CH3:21])=[C:16]([OH:19])[CH:17]=3)[N:12]=[CH:11][N:10]=2)[CH:5]=[CH:6][CH:7]=1.C1(P(C2C=CC=CC=2)C2C=CC=CC=2)C=CC=CC=1.[CH3:42][O:43][C:44]([C@H:46]1[CH2:51][C@@H:50](O)[CH2:49][CH2:48][N:47]1[C:53]([O:55][C:56]([CH3:59])([CH3:58])[CH3:57])=[O:54])=[O:45]. Product: [Cl:1][C:2]1[C:3]([F:22])=[C:4]([NH:8][C:9]2[C:18]3[C:13](=[CH:14][C:15]([O:20][CH3:21])=[C:16]([O:19][C@@H:50]4[CH2:49][CH2:48][N:47]([C:53]([O:55][C:56]([CH3:57])([CH3:58])[CH3:59])=[O:54])[C@@H:46]([C:44]([O:43][CH3:42])=[O:45])[CH2:51]4)[CH:17]=3)[N:12]=[CH:11][N:10]=2)[CH:5]=[CH:6][CH:7]=1. The catalyst class is: 2. (3) Reactant: [N:1]([CH:4]1[CH:11]=[C:10]([C:12]2[CH:17]=[CH:16][N:15]=[CH:14][C:13]=2[N+:18]([O-])=O)[CH2:9][CH:8]([CH3:21])[C:5]21[O:7][CH2:6]2)=[N+]=[N-].N1C=CC=CC=1.[C:28](O[C:28]([O:30][C:31]([CH3:34])([CH3:33])[CH3:32])=[O:29])([O:30][C:31]([CH3:34])([CH3:33])[CH3:32])=[O:29]. Product: [NH2:18][C:13]1[CH:14]=[N:15][CH:16]=[CH:17][C:12]=1[CH:10]1[CH2:11][CH:4]([NH:1][C:28](=[O:29])[O:30][C:31]([CH3:34])([CH3:33])[CH3:32])[C:5]([OH:7])([CH3:6])[CH:8]([CH3:21])[CH2:9]1. The catalyst class is: 29. (4) Product: [Cl:1][C:2]1[CH:16]=[CH:15][C:5]([O:6][C:7]2[CH:14]=[CH:13][C:10]([CH2:11][N:31]3[CH2:32][CH2:33][CH:28]([C:24]4[CH:23]=[C:22]([NH:21][C:19](=[O:20])[CH:18]([CH3:17])[CH3:34])[CH:27]=[CH:26][CH:25]=4)[CH2:29][CH2:30]3)=[CH:9][CH:8]=2)=[CH:4][CH:3]=1. Reactant: [Cl:1][C:2]1[CH:16]=[CH:15][C:5]([O:6][C:7]2[CH:14]=[CH:13][C:10]([CH:11]=O)=[CH:9][CH:8]=2)=[CH:4][CH:3]=1.[CH3:17][CH:18]([CH3:34])[C:19]([NH:21][C:22]1[CH:27]=[CH:26][CH:25]=[C:24]([CH:28]2[CH2:33][CH2:32][NH:31][CH2:30][CH2:29]2)[CH:23]=1)=[O:20].C(O[BH-](OC(=O)C)OC(=O)C)(=O)C.[Na+].CC(O)=O.C([O-])(O)=O.[Na+]. The catalyst class is: 26. (5) Reactant: C(N(C(C)C)CC)(C)C.[F:10][C:11]1[CH:31]=[CH:30][CH:29]=[CH:28][C:12]=1[CH2:13][S:14]([NH:17][C:18]1[N:27]=[CH:26][CH:25]=[CH:24][C:19]=1[C:20]([O:22][CH3:23])=[O:21])(=[O:16])=[O:15].FC(F)(F)S(O[CH2:38][CH:39]([F:41])[F:40])(=O)=O. Product: [F:40][CH:39]([F:41])[CH2:38][N:17]([S:14]([CH2:13][C:12]1[CH:28]=[CH:29][CH:30]=[CH:31][C:11]=1[F:10])(=[O:15])=[O:16])[C:18]1[N:27]=[CH:26][CH:25]=[CH:24][C:19]=1[C:20]([O:22][CH3:23])=[O:21]. The catalyst class is: 10.